Dataset: Forward reaction prediction with 1.9M reactions from USPTO patents (1976-2016). Task: Predict the product of the given reaction. (1) The product is: [C:17]1([S:23]([NH:1][CH2:2][CH2:3][CH2:4][CH2:5][C:6]([OH:8])=[O:7])(=[O:25])=[O:24])[CH:22]=[CH:21][CH:20]=[CH:19][CH:18]=1. Given the reactants [NH2:1][CH2:2][CH2:3][CH2:4][CH2:5][C:6]([O:8]C)=[O:7].CCN(CC)CC.[C:17]1([S:23](Cl)(=[O:25])=[O:24])[CH:22]=[CH:21][CH:20]=[CH:19][CH:18]=1.[NH4+].[Cl-].[Li+].[OH-].Cl, predict the reaction product. (2) Given the reactants CC1(C)[O:6][C@@H:5]([CH2:7][O:8][NH:9][C:10]([C:12]2[N:13]=[CH:14][C:15]3[N:16]([CH:27]=[N:28][CH:29]=3)[C:17]=2[NH:18][C:19]2[CH:24]=[CH:23][C:22]([I:25])=[CH:21][C:20]=2[F:26])=[O:11])[CH2:4][O:3]1.Cl.O1CCOCC1.S([O-])([O-])(=O)=O.[Na+].[Na+], predict the reaction product. The product is: [OH:6][C@H:5]([CH2:4][OH:3])[CH2:7][O:8][NH:9][C:10]([C:12]1[N:13]=[CH:14][C:15]2[N:16]([CH:27]=[N:28][CH:29]=2)[C:17]=1[NH:18][C:19]1[CH:24]=[CH:23][C:22]([I:25])=[CH:21][C:20]=1[F:26])=[O:11]. (3) Given the reactants O.[NH2:2][NH2:3].[N:4]1([C:9]2[CH:10]=[C:11]([C:19]([O:21]C)=O)[C:12](=[CH:17][CH:18]=2)[C:13](OC)=[O:14])[CH:8]=[CH:7][CH:6]=[N:5]1, predict the reaction product. The product is: [N:4]1([C:9]2[CH:10]=[C:11]3[C:12](=[CH:17][CH:18]=2)[C:13](=[O:14])[N:3]=[N:2][C:19]3=[O:21])[CH:8]=[CH:7][CH:6]=[N:5]1. (4) Given the reactants [F:1][C:2]([F:17])([F:16])[C:3]([N:5]1[CH2:11][CH2:10][C:9]2[CH:12]=[CH:13][CH:14]=[CH:15][C:8]=2[CH2:7][CH2:6]1)=[O:4].[Cl-].[Al+3].[Cl-].[Cl-].[C:22](Cl)(=[O:26])[CH2:23][CH2:24][CH3:25], predict the reaction product. The product is: [C:22]([C:14]1[CH:13]=[CH:12][C:9]2[CH2:10][CH2:11][N:5]([C:3](=[O:4])[C:2]([F:1])([F:16])[F:17])[CH2:6][CH2:7][C:8]=2[CH:15]=1)(=[O:26])[CH2:23][CH2:24][CH3:25]. (5) Given the reactants [NH2:1][C:2]1[CH:7]=[CH:6][C:5]([C:8](=[O:26])[CH2:9][N:10]2[C:14](=[O:15])[C:13]([C:19]3[CH:24]=[CH:23][CH:22]=[CH:21][CH:20]=3)([CH2:16][CH2:17][CH3:18])[NH:12][C:11]2=[O:25])=[C:4]([F:27])[CH:3]=1.[N:28]([C:31]1[C:32]([CH3:37])=[N:33][O:34][C:35]=1[CH3:36])=[C:29]=[O:30], predict the reaction product. The product is: [CH3:37][C:32]1[C:31]([NH:28][C:29]([NH:1][C:2]2[CH:7]=[CH:6][C:5]([C:8](=[O:26])[CH2:9][N:10]3[C:14](=[O:15])[C:13]([C:19]4[CH:20]=[CH:21][CH:22]=[CH:23][CH:24]=4)([CH2:16][CH2:17][CH3:18])[NH:12][C:11]3=[O:25])=[C:4]([F:27])[CH:3]=2)=[O:30])=[C:35]([CH3:36])[O:34][N:33]=1. (6) Given the reactants Br[CH2:2][C:3]([N:5]([O:7][CH3:8])[CH3:6])=[O:4].[Br:9][CH2:10]CC(O)=O, predict the reaction product. The product is: [Br:9][CH2:10][CH2:2][C:3]([N:5]([O:7][CH3:8])[CH3:6])=[O:4]. (7) Given the reactants [CH:1]12[CH2:7][CH:4]([CH:5]=[CH:6]1)[CH2:3][CH:2]2[NH:8][C:9]([NH:11][NH2:12])=[S:10].[N:13]1[CH:18]=[CH:17][CH:16]=[C:15]([CH:19]=O)[CH:14]=1, predict the reaction product. The product is: [CH:1]12[CH2:7][CH:4]([CH:5]=[CH:6]1)[CH2:3][CH:2]2[NH:8][C:9](=[S:10])[NH:11][N:12]=[CH:19][C:15]1[CH:14]=[N:13][CH:18]=[CH:17][CH:16]=1. (8) Given the reactants [NH2:1][C:2]1[CH:7]=[CH:6][C:5](Br)=[CH:4][N:3]=1.[CH3:9][O:10][C:11]1[N:16]=[CH:15][C:14](B(O)O)=[CH:13][CH:12]=1.C(=O)([O-])[O-].[K+].[K+], predict the reaction product. The product is: [CH3:9][O:10][C:11]1[N:16]=[CH:15][C:14]([C:5]2[CH:6]=[CH:7][C:2]([NH2:1])=[N:3][CH:4]=2)=[CH:13][CH:12]=1.